Task: Predict the reaction yield, written as a fraction of the theoretical maximum amount of product (1.0 means a 100% yield; for example, 0.34 means a 34% yield).. Dataset: Reaction yield outcomes from USPTO patents with 853,638 reactions (1) The reactants are [C:1]1([C@H:7]([NH:9][C:10]2[C:15]([NH2:16])=[CH:14][CH:13]=[C:12]([C:17]3[CH:26]=[CH:25][CH:24]=[C:23]4[C:18]=3[CH:19]=[CH:20][CH:21]=[N:22]4)[N:11]=2)[CH3:8])[CH:6]=[CH:5][CH:4]=[CH:3][CH:2]=1.[N+](C1C(N[C@@H](C2C=CC=CC=2)C)=NC(C2C=CC=C3C=2C=CC=N3)=CC=1)([O-])=O.[CH2:55]([OH:57])C. The catalyst is [Pd]. The product is [C:1]1([C@H:7]([N:9]2[C:10]3=[N:11][C:12]([C:17]4[CH:26]=[CH:25][CH:24]=[C:23]5[C:18]=4[CH:19]=[CH:20][CH:21]=[N:22]5)=[CH:13][CH:14]=[C:15]3[NH:16][C:55]2=[O:57])[CH3:8])[CH:2]=[CH:3][CH:4]=[CH:5][CH:6]=1. The yield is 0.760. (2) The reactants are [Br:1][C:2]1[CH:3]=[N:4][CH:5]=[CH:6][C:7]=1Cl.[F:9][C:10]([F:29])([F:28])[C:11]1[CH:12]=[C:13]([C:17]2[N:18]=[C:19]([CH:22]3[CH2:27][CH2:26][NH:25][CH2:24][CH2:23]3)[NH:20][CH:21]=2)[CH:14]=[CH:15][CH:16]=1.C(N(CC)C(C)C)(C)C.O. The catalyst is CN1C(=O)CCC1. The product is [Br:1][C:2]1[CH:3]=[N:4][CH:5]=[CH:6][C:7]=1[N:25]1[CH2:26][CH2:27][CH:22]([C:19]2[NH:20][CH:21]=[C:17]([C:13]3[CH:14]=[CH:15][CH:16]=[C:11]([C:10]([F:29])([F:28])[F:9])[CH:12]=3)[N:18]=2)[CH2:23][CH2:24]1. The yield is 0.640. (3) The reactants are [CH3:1][C:2]1[CH:3]=[C:4]([CH3:12])[C:5]2[O:9][C:8]([NH2:10])=[N:7][C:6]=2[CH:11]=1.[CH3:28][C:23]1([CH3:29])[C:24]([CH3:27])([CH3:26])[O:25][B:21]([B:21]2[O:25][C:24]([CH3:27])([CH3:26])[C:23]([CH3:29])([CH3:28])[O:22]2)[O:22]1.[C:31]([O-:34])(=O)C.[K+].C(Cl)Cl. The catalyst is CN(C=O)C. The product is [CH3:1][C:2]1[CH:3]=[C:4]([CH3:12])[C:5]2[O:9][C:8]([NH:10][C:31]([NH:7][C:6]3[CH:11]=[CH:2][C:3]([B:21]4[O:22][C:23]([CH3:28])([CH3:29])[C:24]([CH3:26])([CH3:27])[O:25]4)=[CH:4][CH:5]=3)=[O:34])=[N:7][C:6]=2[CH:11]=1. The yield is 0.770. (4) The reactants are [C:1]([C:5]1[N:10]=[C:9]([N:11]2[CH2:16][CH2:15][N:14]([CH2:17][CH2:18][CH2:19][Cl:20])[CH2:13][CH2:12]2)[CH:8]=[C:7]([CH2:21][CH2:22][CH3:23])[N:6]=1)([CH3:4])([CH3:3])[CH3:2].[CH3:24][N:25]1[C:29]([CH3:30])=[N:28][N:27]=[C:26]1[SH:31]. No catalyst specified. The product is [ClH:20].[C:1]([C:5]1[N:10]=[C:9]([N:11]2[CH2:16][CH2:15][N:14]([CH2:17][CH2:18][CH2:19][S:31][C:26]3[N:25]([CH3:24])[C:29]([CH3:30])=[N:28][N:27]=3)[CH2:13][CH2:12]2)[CH:8]=[C:7]([CH2:21][CH2:22][CH3:23])[N:6]=1)([CH3:4])([CH3:3])[CH3:2]. The yield is 0.336. (5) The reactants are [F:1][C:2]1[CH:3]=[N:4][CH:5]=[CH:6][CH:7]=1.C([N-]C(C)C)(C)C.[Li+].[CH:16](=[O:18])[CH3:17].[Cl-].[NH4+]. The catalyst is C1COCC1.CCCCCCC.C(C1C=CC=CC=1)C.O. The product is [F:1][C:2]1[CH:3]=[N:4][CH:5]=[CH:6][C:7]=1[CH:16]([OH:18])[CH3:17]. The yield is 0.760. (6) The reactants are O=C[C:3]1[CH:11]=[CH:10][C:8]([OH:9])=[C:5]([O:6][CH3:7])[CH:4]=1.[C:12](O)(=O)[CH2:13]C(O)=O.N1CCCCC1. The catalyst is C(O)(=O)C. The product is [CH:12]([C:11]1[CH:10]=[C:8]([OH:9])[C:5]([O:6][CH3:7])=[CH:4][CH:3]=1)=[CH2:13]. The yield is 0.510.